Dataset: Full USPTO retrosynthesis dataset with 1.9M reactions from patents (1976-2016). Task: Predict the reactants needed to synthesize the given product. Given the product [CH2:1]([O:8][C:9]1[CH:16]=[CH:15][C:12]([CH:13]=[N+:21]([C:17]([CH3:20])([CH3:19])[CH3:18])[O-:22])=[CH:11][CH:10]=1)[C:2]1[CH:7]=[CH:6][CH:5]=[CH:4][CH:3]=1, predict the reactants needed to synthesize it. The reactants are: [CH2:1]([O:8][C:9]1[CH:16]=[CH:15][C:12]([CH:13]=O)=[CH:11][CH:10]=1)[C:2]1[CH:7]=[CH:6][CH:5]=[CH:4][CH:3]=1.[C:17]([NH:21][OH:22])([CH3:20])([CH3:19])[CH3:18].O.C1(C)C=CC(S(O)(=O)=O)=CC=1.